From a dataset of CYP2C19 inhibition data for predicting drug metabolism from PubChem BioAssay. Regression/Classification. Given a drug SMILES string, predict its absorption, distribution, metabolism, or excretion properties. Task type varies by dataset: regression for continuous measurements (e.g., permeability, clearance, half-life) or binary classification for categorical outcomes (e.g., BBB penetration, CYP inhibition). Dataset: cyp2c19_veith. (1) The compound is Cc1ccc(SCC(=O)Nc2ccc(N3CCN(c4ccccc4)CC3)c(F)c2)cc1. The result is 0 (non-inhibitor). (2) The result is 0 (non-inhibitor). The compound is CCN(CC)CCO[C@H]1CC[C@@]2(C)C(=CC[C@H]3[C@H]4CCC(=O)[C@@]4(C)CC[C@H]32)C1. (3) The compound is O=C(O)CN1C(=O)c2cccc3cccc(c23)C1=O. The result is 0 (non-inhibitor).